This data is from Forward reaction prediction with 1.9M reactions from USPTO patents (1976-2016). The task is: Predict the product of the given reaction. (1) Given the reactants Cl[C:2]1[CH:11]=[N:10][C:9]2[C:8]([C:12]([O:14][CH3:15])=[O:13])=[C:7]([O:16][CH3:17])[C:6]([C:18]3[CH:23]=[CH:22][C:21]([F:24])=[C:20]([F:25])[CH:19]=3)=[CH:5][C:4]=2[N:3]=1.C([Sn](CCCC)(CCCC)[C:31]1[S:32][CH:33]=[CH:34][CH:35]=1)CCC, predict the reaction product. The product is: [F:25][C:20]1[CH:19]=[C:18]([C:6]2[C:7]([O:16][CH3:17])=[C:8]([C:12]([O:14][CH3:15])=[O:13])[C:9]3[N:10]=[CH:11][C:2]([C:31]4[S:32][CH:33]=[CH:34][CH:35]=4)=[N:3][C:4]=3[CH:5]=2)[CH:23]=[CH:22][C:21]=1[F:24]. (2) Given the reactants ClC1N=CN=C(C(NC2C=CC(S(NCC(OC)=O)(=O)=O)=CC=2C)=O)C=1.C(NC(C)C)(C)C.C1(CNCCC)CC1.[CH:42]1([CH2:45][N:46]([CH2:72][CH2:73][CH3:74])[C:47]2[N:52]=[CH:51][N:50]=[C:49]([C:53]([NH:55][C:56]3[CH:61]=[CH:60][C:59]([S:62]([NH:65][CH2:66][C:67]([O:69]C)=[O:68])(=[O:64])=[O:63])=[CH:58][C:57]=3[CH3:71])=[O:54])[CH:48]=2)[CH2:44][CH2:43]1.C1(CN(CCC)C2N=CN=C(C(NC3C=CC(S(NCC(OCC)=O)(=O)=O)=CC=3C)=O)C=2)CC1, predict the reaction product. The product is: [CH:42]1([CH2:45][N:46]([CH2:72][CH2:73][CH3:74])[C:47]2[N:52]=[CH:51][N:50]=[C:49]([C:53]([NH:55][C:56]3[CH:61]=[CH:60][C:59]([S:62]([NH:65][CH2:66][C:67]([OH:69])=[O:68])(=[O:63])=[O:64])=[CH:58][C:57]=3[CH3:71])=[O:54])[CH:48]=2)[CH2:44][CH2:43]1. (3) Given the reactants Cl.[CH2:2]([O:4][C:5](=[O:14])[CH2:6][NH:7]C1C=CC=CC=1)[CH3:3].[CH:15](=O)[C:16]1[CH:21]=[CH:20][CH:19]=[CH:18][CH:17]=1.S([O-])([O-])(=O)=O.[Mg+2].C(N(CC)CC)C, predict the reaction product. The product is: [C:16]1([CH:15]=[N:7][CH2:6][C:5]([O:4][CH2:2][CH3:3])=[O:14])[CH:21]=[CH:20][CH:19]=[CH:18][CH:17]=1. (4) Given the reactants [OH:1][C@H:2]1[CH2:5][C@H:4]([C:6]2[NH:7][N:8]=[C:9]3[C:14]=2[C:13](=[O:15])[CH:12]=[C:11]([CH2:16][C:17]2[CH:26]=[CH:25][C:24]4[C:19](=[CH:20][CH:21]=[CH:22][CH:23]=4)[CH:18]=2)[NH:10]3)[CH2:3]1.CC(OI1(OC(C)=O)(OC(C)=O)OC(=O)C2C=CC=CC1=2)=O, predict the reaction product. The product is: [CH:18]1[C:19]2[C:24](=[CH:23][CH:22]=[CH:21][CH:20]=2)[CH:25]=[CH:26][C:17]=1[CH2:16][C:11]1[NH:10][C:9]2=[N:8][NH:7][C:6]([CH:4]3[CH2:3][C:2](=[O:1])[CH2:5]3)=[C:14]2[C:13](=[O:15])[CH:12]=1. (5) Given the reactants F[C:2]1[N:7]=[C:6]([C:8]2[C:16]3[C:11](=[CH:12][N:13]=[C:14]([C:17]4[CH:18]=[N:19][N:20]([CH3:22])[CH:21]=4)[CH:15]=3)[N:10](C3CCCCO3)[N:9]=2)[CH:5]=[CH:4][CH:3]=1.[NH:29]1[CH2:34][CH2:33][CH2:32][C@@H:31]([NH:35]C(=O)OC(C)(C)C)[CH2:30]1, predict the reaction product. The product is: [CH3:22][N:20]1[CH:21]=[C:17]([C:14]2[CH:15]=[C:16]3[C:8]([C:6]4[N:7]=[C:2]([N:29]5[CH2:34][CH2:33][CH2:32][C@@H:31]([NH2:35])[CH2:30]5)[CH:3]=[CH:4][CH:5]=4)=[N:9][NH:10][C:11]3=[CH:12][N:13]=2)[CH:18]=[N:19]1. (6) Given the reactants [Cl:1][C:2]1[CH:7]=[CH:6][CH:5]=[CH:4][C:3]=1[S:8]([N:11]1[CH2:21][CH2:20][C:14]2([C:18](=[O:19])[NH:17][CH2:16][CH2:15]2)[CH2:13][CH2:12]1)(=[O:10])=[O:9].Br[C:23]1[CH:28]=[CH:27][C:26]([CH:29]([OH:31])[CH3:30])=[CH:25][CH:24]=1, predict the reaction product. The product is: [Cl:1][C:2]1[CH:7]=[CH:6][CH:5]=[CH:4][C:3]=1[S:8]([N:11]1[CH2:21][CH2:20][C:14]2([C:18](=[O:19])[N:17]([C:23]3[CH:28]=[CH:27][C:26]([CH:29]([OH:31])[CH3:30])=[CH:25][CH:24]=3)[CH2:16][CH2:15]2)[CH2:13][CH2:12]1)(=[O:9])=[O:10]. (7) Given the reactants [O:1]=[C:2]1[NH:8][C:7]2[CH:9]=[CH:10][CH:11]=[CH:12][C:6]=2[C:5]([C:13]2[CH:18]=[CH:17][CH:16]=[CH:15][CH:14]=2)=[N:4][CH:3]1[NH:19]C(=O)OCC1C=CC=CC=1.[Cl:30][C:31]1[CH:32]=[CH:33][C:34](I)=[N:35][CH:36]=1.C(O)(C(F)(F)F)=O, predict the reaction product. The product is: [NH2:19][C@@H:3]1[C:2](=[O:1])[N:8]([C:34]2[CH:33]=[CH:32][C:31]([Cl:30])=[CH:36][N:35]=2)[C:7]2[CH:9]=[CH:10][CH:11]=[CH:12][C:6]=2[C:5]([C:13]2[CH:14]=[CH:15][CH:16]=[CH:17][CH:18]=2)=[N:4]1. (8) Given the reactants N#N.[Cl:3][Si](C)(C)C.FC(F)(F)CCCI.[CH:16]1([N:19]2[CH2:24][CH2:23][C:22]([S:35]([C:38]3[CH:43]=[CH:42][C:41]([C:44]4[CH:49]=[CH:48][C:47]([O:50][C:51]([F:56])([F:55])[CH:52]([F:54])[F:53])=[CH:46][CH:45]=4)=[CH:40][CH:39]=3)(=[O:37])=[O:36])([C:25]([NH:27][O:28]C3CCCCO3)=[O:26])[CH2:21][CH2:20]2)[CH2:18][CH2:17]1, predict the reaction product. The product is: [ClH:3].[OH:28][NH:27][C:25]([C:22]1([S:35]([C:38]2[CH:39]=[CH:40][C:41]([C:44]3[CH:49]=[CH:48][C:47]([O:50][C:51]([F:56])([F:55])[CH:52]([F:54])[F:53])=[CH:46][CH:45]=3)=[CH:42][CH:43]=2)(=[O:37])=[O:36])[CH2:21][CH2:20][N:19]([CH:16]2[CH2:18][CH2:17]2)[CH2:24][CH2:23]1)=[O:26]. (9) Given the reactants [F:1][C:2]([F:19])([C:13]1[CH:18]=[CH:17][CH:16]=[CH:15][CH:14]=1)[CH2:3][O:4][CH2:5][CH2:6][CH:7]([OH:12])[CH2:8][CH2:9][CH:10]=[CH2:11].C1(CCCCOCCC=O)C=CC=CC=1, predict the reaction product. The product is: [F:1][C:2]([F:19])([C:13]1[CH:14]=[CH:15][CH:16]=[CH:17][CH:18]=1)[CH2:3][O:4][CH:5]=[CH:6][C:7](=[O:12])[CH2:8][CH2:9][CH2:10][CH3:11].